Dataset: Reaction yield outcomes from USPTO patents with 853,638 reactions. Task: Predict the reaction yield, written as a fraction of the theoretical maximum amount of product (1.0 means a 100% yield; for example, 0.34 means a 34% yield). (1) The reactants are Cl[C:2]1[C:3]([NH2:8])=[N:4][CH:5]=[CH:6][N:7]=1.C(=O)([O-])[O-].[Na+].[Na+].[F:15][C:16]1[CH:25]=[C:24](B2OC(C)(C)C(C)(C)O2)[CH:23]=[CH:22][C:17]=1[C:18]([O:20][CH3:21])=[O:19].C(Cl)Cl. The catalyst is COCCOC.C1C=CC(P(C2C=CC=CC=2)[C-]2C=CC=C2)=CC=1.C1C=CC(P(C2C=CC=CC=2)[C-]2C=CC=C2)=CC=1.Cl[Pd]Cl.[Fe+2]. The product is [NH2:8][C:3]1[C:2]([C:24]2[CH:23]=[CH:22][C:17]([C:18]([O:20][CH3:21])=[O:19])=[C:16]([F:15])[CH:25]=2)=[N:7][CH:6]=[CH:5][N:4]=1. The yield is 0.840. (2) The reactants are [Li+].[OH-].[CH2:3]([N:10]1[CH:15]=[CH:14][N:13]=[C:12]([C:16]([O:18]C)=[O:17])[C:11]1=[O:20])[C:4]1[CH:9]=[CH:8][CH:7]=[CH:6][CH:5]=1.Cl.O. The catalyst is C1COCC1.CO. The product is [CH2:3]([N:10]1[CH:15]=[CH:14][N:13]=[C:12]([C:16]([OH:18])=[O:17])[C:11]1=[O:20])[C:4]1[CH:5]=[CH:6][CH:7]=[CH:8][CH:9]=1. The yield is 0.820. (3) The reactants are [CH3:1][C:2]1[CH:15]=[C:14]([O:16][CH2:17][CH3:18])[C:13]2[C:4](=[C:5]3[C:10](=[CH:11][CH:12]=2)[CH:9]=[CH:8][CH:7]=[N:6]3)[N:3]=1.[O:19]1CCOCC1. The catalyst is O. The product is [CH2:17]([O:16][C:14]1[C:13]2[C:4](=[C:5]3[C:10](=[CH:11][CH:12]=2)[CH:9]=[CH:8][CH:7]=[N:6]3)[N:3]=[C:2]([CH:1]=[O:19])[CH:15]=1)[CH3:18]. The yield is 0.160. (4) The reactants are C(N(CC)[C:4](=[O:30])[CH2:5][O:6][C:7]1[CH:8]=[CH:9][CH:10]=[C:11]2[C:15]=1[NH:14][CH:13]=[C:12]2[CH2:16][C@H:17]([NH:19][CH2:20][C@H:21]([OH:29])[C:22]1[CH:27]=[CH:26][C:25]([OH:28])=[CH:24][CH:23]=1)[CH3:18])C.[OH-:33].[K+]. The catalyst is O.C(O)C. The product is [OH:29][C@H:21]([C:22]1[CH:23]=[CH:24][C:25]([OH:28])=[CH:26][CH:27]=1)[CH2:20][NH:19][C@H:17]([CH3:18])[CH2:16][C:12]1[C:11]2[C:15](=[C:7]([O:6][CH2:5][C:4]([OH:33])=[O:30])[CH:8]=[CH:9][CH:10]=2)[NH:14][CH:13]=1. The yield is 0.680. (5) The product is [C:1]12([C:11]([N:13]3[CH2:22][CH2:21][C:20]4[C:15](=[CH:16][C:17]([O:24][CH3:25])=[C:18]([O:23][CH3:26])[CH:19]=4)[CH2:14]3)=[O:12])[CH2:10][CH:5]3[CH2:4][CH:3]([CH2:9][CH:7]([CH2:6]3)[CH2:8]1)[CH2:2]2. The catalyst is CC(C)=O. The reactants are [C:1]12([C:11]([N:13]3[CH2:22][CH2:21][C:20]4[C:15](=[CH:16][C:17]([O:24][CH3:25])=[C:18]([OH:23])[CH:19]=4)[CH2:14]3)=[O:12])[CH2:10][CH:5]3[CH2:6][CH:7]([CH2:9][CH:3]([CH2:4]3)[CH2:2]1)[CH2:8]2.[C:26](=O)([O-])[O-].[K+].[K+].CI. The yield is 0.880. (6) The reactants are [CH3:1][O:2][C:3](=[O:15])[C:4]1[CH:9]=[C:8](I)[C:7]([CH:11]([CH3:13])[CH3:12])=[CH:6][C:5]=1[NH2:14].O1CCO[CH2:18][CH2:17]1. The catalyst is C1C=CC([P]([Pd]([P](C2C=CC=CC=2)(C2C=CC=CC=2)C2C=CC=CC=2)([P](C2C=CC=CC=2)(C2C=CC=CC=2)C2C=CC=CC=2)[P](C2C=CC=CC=2)(C2C=CC=CC=2)C2C=CC=CC=2)(C2C=CC=CC=2)C2C=CC=CC=2)=CC=1. The product is [CH3:1][O:2][C:3](=[O:15])[C:4]1[CH:9]=[C:8]([C:17]#[CH:18])[C:7]([CH:11]([CH3:13])[CH3:12])=[CH:6][C:5]=1[NH2:14]. The yield is 0.720. (7) The yield is 0.960. The product is [C:34]([O:27][C@H:24]1[CH2:25][CH2:26][C@@:21]([C@H:20]2[CH2:19][CH2:18][C@@:17]3([CH3:31])[C@@H:4]([CH2:5][C@H:6]4[C@@H:16]3[C@H:15]([CH3:32])[C@@:8]3([CH2:13][CH2:12][C@@H:11]([CH3:14])[CH2:10][O:9]3)[O:7]4)[C@@H:3]2[CH2:2][NH2:1])([CH3:30])[C@@H:22]([CH2:28][OH:29])[CH2:23]1)(=[O:35])[CH3:33]. The reactants are [NH2:1][CH2:2][C@@H:3]1[C@@H:20]([C@@:21]2([CH3:30])[CH2:26][CH2:25][C@H:24]([OH:27])[CH2:23][C@@H:22]2[CH2:28][OH:29])[CH2:19][CH2:18][C@@:17]2([CH3:31])[C@H:4]1[CH2:5][C@H:6]1[C@@H:16]2[C@H:15]([CH3:32])[C@@:8]2([CH2:13][CH2:12][C@@H:11]([CH3:14])[CH2:10][O:9]2)[O:7]1.[CH3:33][C:34](O)=[O:35]. The catalyst is CO. (8) The reactants are [C:1](=[O:4])([O-])[O-].[Na+].[Na+].CC1(C)C(C)(C)OB([C:15]2[CH:16]=[C:17]3[C:22](=[CH:23][CH:24]=2)[O:21][CH2:20][CH2:19][CH2:18]3)O1.[CH2:26](O)[CH3:27].O. The catalyst is C1(C)C=CC=CC=1.C1(P(C2C=CC=CC=2)C2C=CC=CC=2)C=CC=CC=1.C1(P(C2C=CC=CC=2)C2C=CC=CC=2)C=CC=CC=1.C1(P(C2C=CC=CC=2)C2C=CC=CC=2)C=CC=CC=1.C1(P(C2C=CC=CC=2)C2C=CC=CC=2)C=CC=CC=1.[Pd]. The product is [O:21]1[C:22]2[CH:23]=[CH:24][C:15]([C:16]3[C:17]([CH3:22])=[CH:18][CH:19]=[C:26]([CH3:27])[C:15]=3[CH:1]=[O:4])=[CH:16][C:17]=2[CH2:18][CH2:19][CH2:20]1. The yield is 0.570.